Dataset: Reaction yield outcomes from USPTO patents with 853,638 reactions. Task: Predict the reaction yield, written as a fraction of the theoretical maximum amount of product (1.0 means a 100% yield; for example, 0.34 means a 34% yield). The reactants are [NH2:1][C:2](=[O:25])[C:3]([NH:5][C:6]1[CH:11]=[C:10]([C:12]2[S:13][CH:14]=[CH:15][CH:16]=2)[CH:9]=[CH:8][C:7]=1[NH:17]C(=O)OC(C)(C)C)=[O:4].C(O)(C(F)(F)F)=O. The catalyst is C(Cl)Cl. The product is [NH2:17][C:7]1[CH:8]=[CH:9][C:10]([C:12]2[S:13][CH:14]=[CH:15][CH:16]=2)=[CH:11][C:6]=1[NH:5][C:3](=[O:4])[C:2]([NH2:1])=[O:25]. The yield is 0.550.